This data is from Forward reaction prediction with 1.9M reactions from USPTO patents (1976-2016). The task is: Predict the product of the given reaction. (1) Given the reactants [C:1]([O:5][C:6]([N:8]1[CH2:13][CH2:12][N:11]([C:14]2[CH:22]=[CH:21][CH:20]=[C:19]3[C:15]=2[CH:16]=[CH:17][NH:18]3)[CH2:10][CH2:9]1)=[O:7])([CH3:4])([CH3:3])[CH3:2].[Cl:23]N1C(=O)CCC1=O.O.C(O)C, predict the reaction product. The product is: [C:1]([O:5][C:6]([N:8]1[CH2:13][CH2:12][N:11]([C:14]2[C:22]([Cl:23])=[CH:21][CH:20]=[C:19]3[C:15]=2[CH:16]=[CH:17][NH:18]3)[CH2:10][CH2:9]1)=[O:7])([CH3:4])([CH3:2])[CH3:3]. (2) Given the reactants [OH:1][C:2]1[CH:23]=[CH:22][C:5]([O:6][CH2:7][CH2:8][N:9]2[CH2:14][CH2:13][C:12]([C:16]3[CH:21]=[CH:20][CH:19]=[CH:18][CH:17]=3)([OH:15])[CH2:11][CH2:10]2)=[CH:4][CH:3]=1.BrCCO[C:28]1[CH:33]=[CH:32][C:31](O)=[CH:30][CH:29]=1.OC1(C2C=CC=CC=2)C[CH2:40][NH:39]CC1.CC[N:50](C(C)C)C(C)C, predict the reaction product. The product is: [NH:50]1[C:29]2[CH:30]=[CH:31][CH:32]=[CH:33][C:28]=2[N:39]=[C:40]1[O:1][C:2]1[CH:3]=[CH:4][C:5]([O:6][CH2:7][CH2:8][N:9]2[CH2:10][CH2:11][C:12]([C:16]3[CH:17]=[CH:18][CH:19]=[CH:20][CH:21]=3)([OH:15])[CH2:13][CH2:14]2)=[CH:22][CH:23]=1. (3) Given the reactants [C:1]1([C:46]2[CH:51]=[CH:50][CH:49]=[CH:48][CH:47]=2)[CH:6]=[CH:5][C:4]([C@@:7]2([S:41][CH2:42][CH2:43][CH2:44][CH3:45])[CH2:40][N:10]3[C:11](=[O:39])[C@@H:12]([NH:31][C:32]([O:34][C:35]([CH3:38])([CH3:37])[CH3:36])=[O:33])[CH2:13][CH2:14][CH2:15][CH2:16][CH2:17][CH:18]=[CH:19][C@@H:20]4[CH2:25][C@@:21]4([C:26]([O:28]CC)=[O:27])[NH:22][C:23](=[O:24])[C@@H:9]3[CH2:8]2)=[CH:3][CH:2]=1.O.[OH-].[Li+], predict the reaction product. The product is: [C:1]1([C:46]2[CH:51]=[CH:50][CH:49]=[CH:48][CH:47]=2)[CH:2]=[CH:3][C:4]([C@@:7]2([S:41][CH2:42][CH2:43][CH2:44][CH3:45])[CH2:40][N:10]3[C:11](=[O:39])[C@@H:12]([NH:31][C:32]([O:34][C:35]([CH3:36])([CH3:37])[CH3:38])=[O:33])[CH2:13][CH2:14][CH2:15][CH2:16][CH2:17][CH:18]=[CH:19][C@@H:20]4[CH2:25][C@@:21]4([C:26]([OH:28])=[O:27])[NH:22][C:23](=[O:24])[C@@H:9]3[CH2:8]2)=[CH:5][CH:6]=1. (4) The product is: [CH2:1]([N:8]1[CH2:42][CH2:41][C:11]2([C:12]3=[N:34][CH:35]=[CH:36][N:13]3[C:14](=[O:33])[N:15]2[C:16]2[CH:21]=[C:20]([F:22])[CH:19]=[CH:18][C:17]=2[C:23]2[CH:28]=[CH:27][C:26]([S:29]([CH3:32])(=[O:30])=[O:31])=[CH:25][CH:24]=2)[CH2:10][CH:9]1[CH3:43])[C:2]1[CH:7]=[CH:6][CH:5]=[CH:4][CH:3]=1. Given the reactants [CH2:1]([N:8]1[CH2:42][CH2:41][C:11]2([N:15]([C:16]3[CH:21]=[C:20]([F:22])[CH:19]=[CH:18][C:17]=3[C:23]3[CH:28]=[CH:27][C:26]([S:29]([CH3:32])(=[O:31])=[O:30])=[CH:25][CH:24]=3)[C:14](=[O:33])[N:13]=[C:12]2[NH:34][CH2:35][CH:36](OC)OC)[CH2:10][CH:9]1[CH3:43])[C:2]1[CH:7]=[CH:6][CH:5]=[CH:4][CH:3]=1.C1(C)C=CC(S(O)(=O)=O)=CC=1, predict the reaction product. (5) Given the reactants [C:1]([C:5]1[N:10]=[C:9]([N:11]2[CH2:16][CH2:15][NH:14][CH2:13][CH2:12]2)[CH:8]=[C:7]([CH:17]2[CH2:19][CH2:18]2)[N:6]=1)([CH3:4])([CH3:3])[CH3:2].Br[CH2:21][CH2:22][CH2:23][Cl:24].[OH-].[Na+].O, predict the reaction product. The product is: [C:1]([C:5]1[N:10]=[C:9]([N:11]2[CH2:12][CH2:13][N:14]([CH2:21][CH2:22][CH2:23][Cl:24])[CH2:15][CH2:16]2)[CH:8]=[C:7]([CH:17]2[CH2:19][CH2:18]2)[N:6]=1)([CH3:4])([CH3:2])[CH3:3]. (6) Given the reactants [C:1]([C:3]1[C:4]([F:18])=[C:5]([NH:10]C(=O)OC(C)(C)C)[C:6]([F:9])=[CH:7][CH:8]=1)#[N:2], predict the reaction product. The product is: [NH2:10][C:5]1[C:4]([F:18])=[C:3]([CH:8]=[CH:7][C:6]=1[F:9])[C:1]#[N:2]. (7) The product is: [OH:1][C:2]1[C:3](=[O:17])[CH:4]=[C:5]([CH2:9][NH:10][C@H:11]([C:12]([NH:14][CH3:15])=[O:13])[CH3:16])[N:6]([CH3:8])[C:7]=1[CH:20]([OH:19])[C:21]([F:24])([F:23])[F:22]. Given the reactants [OH:1][C:2]1[C:3](=[O:17])[CH:4]=[C:5]([CH2:9][NH:10][C@@H:11]([CH3:16])[C:12]([NH:14][CH3:15])=[O:13])[N:6]([CH3:8])[CH:7]=1.C[O:19][CH:20](O)[C:21]([F:24])([F:23])[F:22].C(=O)([O-])[O-].[K+].[K+].[NH4+].[OH-], predict the reaction product. (8) Given the reactants [C:1]([N:5]1[CH2:10][CH2:9][N:8]([C:11]2[C:20]3[C:15](=[C:16]([F:30])[C:17]([C:22]4[C:27]([OH:28])=[CH:26][CH:25]=[CH:24][C:23]=4[F:29])=[C:18]([Cl:21])[CH:19]=3)[N:14]=[CH:13][C:12]=2[C:31]([NH2:33])=O)[CH2:7][CH2:6]1)(=[O:4])[CH:2]=[CH2:3].C(OC(C(F)(F)F)=O)(C(F)(F)F)=O.C([O-])(O)=O.[Na+], predict the reaction product. The product is: [C:1]([N:5]1[CH2:10][CH2:9][N:8]([C:11]2[C:20]3[C:15](=[C:16]([F:30])[C:17]([C:22]4[C:27]([OH:28])=[CH:26][CH:25]=[CH:24][C:23]=4[F:29])=[C:18]([Cl:21])[CH:19]=3)[N:14]=[CH:13][C:12]=2[C:31]#[N:33])[CH2:7][CH2:6]1)(=[O:4])[CH:2]=[CH2:3].